From a dataset of Reaction yield outcomes from USPTO patents with 853,638 reactions. Predict the reaction yield, written as a fraction of the theoretical maximum amount of product (1.0 means a 100% yield; for example, 0.34 means a 34% yield). (1) The product is [F:33][C:20]1[CH:21]=[C:22]([C:25]2[C:26]([C:31]#[N:32])=[CH:27][CH:28]=[CH:29][CH:30]=2)[CH:23]=[CH:24][C:19]=1[CH2:18][C:15]1[C:16](=[O:17])[N:11]([C@H:9]2[CH2:10][C@@H:7]([O:6][CH2:5][C:7]([OH:6])([CH3:10])[CH3:8])[CH2:8]2)[C:12]2[N:13]([N:37]=[CH:38][N:39]=2)[C:14]=1[CH2:34][CH2:35][CH3:36]. The yield is 0.600. The reactants are C(OC(=O)[CH2:5][O:6][C@H:7]1[CH2:10][C@@H:9]([N:11]2[C:16](=[O:17])[C:15]([CH2:18][C:19]3[CH:24]=[CH:23][C:22]([C:25]4[CH:30]=[CH:29][CH:28]=[CH:27][C:26]=4[C:31]#[N:32])=[CH:21][C:20]=3[F:33])=[C:14]([CH2:34][CH2:35][CH3:36])[N:13]3[N:37]=[CH:38][N:39]=[C:12]23)[CH2:8]1)C.C[Mg]Br.Cl. The catalyst is O1CCCC1. (2) The reactants are [Cl:1][C:2]1[CH:7]=[CH:6][C:5]([N+:8]([O-])=O)=[CH:4][C:3]=1[C:11](=[O:13])[CH3:12].[Cl-].[NH4+].O. The catalyst is [Fe].CO. The product is [NH2:8][C:5]1[CH:6]=[CH:7][C:2]([Cl:1])=[C:3]([C:11](=[O:13])[CH3:12])[CH:4]=1. The yield is 0.940.